This data is from Peptide-MHC class I binding affinity with 185,985 pairs from IEDB/IMGT. The task is: Regression. Given a peptide amino acid sequence and an MHC pseudo amino acid sequence, predict their binding affinity value. This is MHC class I binding data. (1) The peptide sequence is WMYYPRSPV. The MHC is HLA-B83:01 with pseudo-sequence HLA-B83:01. The binding affinity (normalized) is 0.213. (2) The peptide sequence is NLAPHLLLIV. The MHC is HLA-A02:01 with pseudo-sequence HLA-A02:01. The binding affinity (normalized) is 0.507. (3) The peptide sequence is ELADKVTKL. The MHC is HLA-A02:01 with pseudo-sequence HLA-A02:01. The binding affinity (normalized) is 0.276. (4) The MHC is HLA-B27:05 with pseudo-sequence HLA-B27:05. The binding affinity (normalized) is 0. The peptide sequence is MALMKLAAL.